From a dataset of NCI-60 drug combinations with 297,098 pairs across 59 cell lines. Regression. Given two drug SMILES strings and cell line genomic features, predict the synergy score measuring deviation from expected non-interaction effect. Drug 1: C1CN1C2=NC(=NC(=N2)N3CC3)N4CC4. Drug 2: CN(C)N=NC1=C(NC=N1)C(=O)N. Cell line: NCI/ADR-RES. Synergy scores: CSS=31.9, Synergy_ZIP=0.176, Synergy_Bliss=-1.07, Synergy_Loewe=-25.3, Synergy_HSA=-1.49.